From a dataset of Peptide-MHC class I binding affinity with 185,985 pairs from IEDB/IMGT. Regression. Given a peptide amino acid sequence and an MHC pseudo amino acid sequence, predict their binding affinity value. This is MHC class I binding data. The peptide sequence is KRFYQTVGF. The MHC is HLA-B35:01 with pseudo-sequence HLA-B35:01. The binding affinity (normalized) is 0.0847.